Dataset: Full USPTO retrosynthesis dataset with 1.9M reactions from patents (1976-2016). Task: Predict the reactants needed to synthesize the given product. (1) Given the product [F:34][C:26]1[CH:27]=[CH:28][CH:29]=[C:30]([N+:31]([O-:33])=[O:32])[C:25]=1[O:24][CH2:23][C@H:13]1[O:12][CH2:11][C@@H:10]([CH2:9][OH:8])[N:15]([C:16]([O:18][C:19]([CH3:22])([CH3:20])[CH3:21])=[O:17])[CH2:14]1, predict the reactants needed to synthesize it. The reactants are: [Si]([O:8][CH2:9][C@H:10]1[N:15]([C:16]([O:18][C:19]([CH3:22])([CH3:21])[CH3:20])=[O:17])[CH2:14][C@@H:13]([CH2:23][O:24][C:25]2[C:30]([N+:31]([O-:33])=[O:32])=[CH:29][CH:28]=[CH:27][C:26]=2[F:34])[O:12][CH2:11]1)(C(C)(C)C)(C)C.[F-].C([N+](CCCC)(CCCC)CCCC)CCC. (2) Given the product [CH3:23][O:21][C:20]([C:4]1[CH:3]=[C:2]([Cl:1])[C:14]2[C:13]3[C:8](=[CH:9][CH:10]=[CH:11][CH:12]=3)[C:7]([OH:19])([C:15]([F:17])([F:18])[F:16])[C:6]=2[CH:5]=1)=[O:22], predict the reactants needed to synthesize it. The reactants are: [Cl:1][C:2]1[C:14]2[C:13]3[C:8](=[CH:9][CH:10]=[CH:11][CH:12]=3)[C:7]([OH:19])([C:15]([F:18])([F:17])[F:16])[C:6]=2[CH:5]=[C:4]([C:20]([OH:22])=[O:21])[CH:3]=1.[C:23]1([C@@H](N)C)C=CC=CC=1. (3) Given the product [Cl:1][C:2]1[C:3]([CH3:15])=[C:4]([N+:21]([O-:23])=[O:22])[C:5]([NH2:8])=[N:6][CH:7]=1, predict the reactants needed to synthesize it. The reactants are: [Cl:1][C:2]1[C:3]([CH3:15])=[CH:4][C:5]([NH:8]C(=O)C(C)(C)C)=[N:6][CH:7]=1.S(=O)(=O)(O)O.[N+:21]([O-])([OH:23])=[O:22].